Dataset: Full USPTO retrosynthesis dataset with 1.9M reactions from patents (1976-2016). Task: Predict the reactants needed to synthesize the given product. (1) The reactants are: [C:1]([O:5][C:6]([C:8]1[C:9]([C:14]2[CH:19]=[CH:18][C:17]([CH2:20][N:21]3[C:25]([CH:26]=NO)=[C:24]([CH:29]=[CH2:30])[N:23]=[C:22]3[O:31][CH2:32][CH3:33])=[C:16]([F:34])[CH:15]=2)=[CH:10][CH:11]=[CH:12][CH:13]=1)=[O:7])([CH3:4])([CH3:3])[CH3:2].S(=O)(=O)(O)[OH:36].C.O. Given the product [C:1]([O:5][C:6]([C:8]1[C:9]([C:14]2[CH:19]=[CH:18][C:17]([CH2:20][N:21]3[C:25]([CH:26]=[O:36])=[C:24]([CH:29]=[CH2:30])[N:23]=[C:22]3[O:31][CH2:32][CH3:33])=[C:16]([F:34])[CH:15]=2)=[CH:10][CH:11]=[CH:12][CH:13]=1)=[O:7])([CH3:3])([CH3:2])[CH3:4], predict the reactants needed to synthesize it. (2) Given the product [CH3:18][C:15]([C:12]1[CH:13]=[CH:14][C:9]([B:4]2[O:3][C:2]([CH3:19])([CH3:1])[C:6]([CH3:7])([CH3:8])[O:5]2)=[CH:10][CH:11]=1)([CH3:21])[CH2:16][NH:17][C:26](=[O:27])[O:28][C:29]([CH3:32])([CH3:31])[CH3:30], predict the reactants needed to synthesize it. The reactants are: [CH3:1][C:2]1([CH3:19])[C:6]([CH3:8])([CH3:7])[O:5][B:4]([C:9]2[CH:14]=[CH:13][C:12]([CH:15]([CH3:18])[C:16]#[N:17])=[CH:11][CH:10]=2)[O:3]1.B.[CH2:21]1COCC1.[C:26](O[C:26]([O:28][C:29]([CH3:32])([CH3:31])[CH3:30])=[O:27])([O:28][C:29]([CH3:32])([CH3:31])[CH3:30])=[O:27]. (3) Given the product [O:26]1[CH:31]=[CH:30][CH:28]=[C:27]1[C:2]1[CH:3]=[C:4]([C:22]([F:24])([F:23])[F:25])[C:5]2[N:6]([CH:8]=[C:9]([C:11]3[O:15][N:14]=[C:13]([C:16]4[CH:17]=[CH:18][CH:19]=[CH:20][CH:21]=4)[CH:12]=3)[N:10]=2)[CH:7]=1, predict the reactants needed to synthesize it. The reactants are: Br[C:2]1[CH:3]=[C:4]([C:22]([F:25])([F:24])[F:23])[C:5]2[N:6]([CH:8]=[C:9]([C:11]3[O:15][N:14]=[C:13]([C:16]4[CH:21]=[CH:20][CH:19]=[CH:18][CH:17]=4)[CH:12]=3)[N:10]=2)[CH:7]=1.[O:26]1[CH2:31][CH2:30]O[CH2:28][CH2:27]1. (4) Given the product [F:32][C:20]1[CH:19]=[C:18]([C:16]2[O:17][C:13]3[C:12]([CH:34]=[CH2:35])=[CH:11][C:10]([OH:9])=[CH:33][C:14]=3[N:15]=2)[CH:23]=[CH:22][C:21]=1[OH:24], predict the reactants needed to synthesize it. The reactants are: F.[Si]([O:9][C:10]1[CH:11]=[C:12]([CH:34]=[CH2:35])[C:13]2[O:17][C:16]([C:18]3[CH:23]=[CH:22][C:21]([O:24][Si](C(C)(C)C)(C)C)=[C:20]([F:32])[CH:19]=3)=[N:15][C:14]=2[CH:33]=1)(C(C)(C)C)(C)C.C1COCC1.C(#N)C. (5) The reactants are: [Br:1][C:2]1[C:3]([C:9]#[N:10])=[N:4][CH:5]=[C:6](Br)[CH:7]=1.[Cl-].[F:12][C:13]1[CH:20]=[CH:19][C:16]([CH2:17][Zn+])=[CH:15][CH:14]=1. Given the product [Br:1][C:2]1[C:3]([C:9]#[N:10])=[N:4][CH:5]=[C:6]([CH2:17][C:16]2[CH:19]=[CH:20][C:13]([F:12])=[CH:14][CH:15]=2)[CH:7]=1, predict the reactants needed to synthesize it.